This data is from Peptide-MHC class I binding affinity with 185,985 pairs from IEDB/IMGT. The task is: Regression. Given a peptide amino acid sequence and an MHC pseudo amino acid sequence, predict their binding affinity value. This is MHC class I binding data. (1) The peptide sequence is LLYAHINAL. The MHC is BoLA-JSP.1 with pseudo-sequence BoLA-JSP.1. The binding affinity (normalized) is 0.145. (2) The peptide sequence is SLIGSKTQI. The MHC is HLA-A02:06 with pseudo-sequence HLA-A02:06. The binding affinity (normalized) is 0.143. (3) The MHC is H-2-Kb with pseudo-sequence H-2-Kb. The binding affinity (normalized) is 0. The peptide sequence is PDIYKGVY. (4) The peptide sequence is EMWAQDAAMY. The MHC is HLA-A02:05 with pseudo-sequence HLA-A02:05. The binding affinity (normalized) is 0. (5) The peptide sequence is ALKNSQAELT. The MHC is HLA-A02:01 with pseudo-sequence HLA-A02:01. The binding affinity (normalized) is 0. (6) The binding affinity (normalized) is 0. The peptide sequence is ALDLSHFLK. The MHC is HLA-B40:02 with pseudo-sequence HLA-B40:02. (7) The peptide sequence is AQKLATKPV. The MHC is HLA-A80:01 with pseudo-sequence HLA-A80:01. The binding affinity (normalized) is 0.0847. (8) The MHC is HLA-B07:02 with pseudo-sequence HLA-B07:02. The peptide sequence is GTYKRVTEK. The binding affinity (normalized) is 0.213. (9) The peptide sequence is PLRNDGNRF. The MHC is HLA-B08:01 with pseudo-sequence HLA-B08:01. The binding affinity (normalized) is 0.0847. (10) The MHC is HLA-A80:01 with pseudo-sequence HLA-A80:01. The binding affinity (normalized) is 0.282. The peptide sequence is EIKDRILSY.